From a dataset of Catalyst prediction with 721,799 reactions and 888 catalyst types from USPTO. Predict which catalyst facilitates the given reaction. (1) Reactant: [OH-].[Na+].[CH3:3][O:4][C:5]1[CH:17]=[C:16]([C:18]([C:20]2[N:28]3[C:23]([CH:24]=[CH:25][CH:26]=[CH:27]3)=[C:22]([O:29][CH3:30])[C:21]=2[CH3:31])=[O:19])[CH:15]=[CH:14][C:6]=1[NH:7][CH2:8][C:9]([O:11]CC)=[O:10]. Product: [CH3:3][O:4][C:5]1[CH:17]=[C:16]([C:18]([C:20]2[N:28]3[C:23]([CH:24]=[CH:25][CH:26]=[CH:27]3)=[C:22]([O:29][CH3:30])[C:21]=2[CH3:31])=[O:19])[CH:15]=[CH:14][C:6]=1[NH:7][CH2:8][C:9]([OH:11])=[O:10]. The catalyst class is: 8. (2) Reactant: Cl.[O:2]=[C:3]1[NH:12][C:11]2[N:10]=[CH:9][C:8](/[CH:13]=[CH:14]/[C:15]([OH:17])=O)=[CH:7][C:6]=2[CH2:5][CH2:4]1.[CH3:18][CH2:19][CH2:20][CH:21]1[CH2:26][CH2:25][NH:24][CH2:23][CH2:22]1.CCN(C(C)C)C(C)C.CCN=C=NCCCN(C)C. Product: [O:17]=[C:15]([N:24]1[CH2:25][CH2:26][CH:21]([CH2:20][CH2:19][CH3:18])[CH2:22][CH2:23]1)/[CH:14]=[CH:13]/[C:8]1[CH:7]=[C:6]2[C:11](=[N:10][CH:9]=1)[NH:12][C:3](=[O:2])[CH2:4][CH2:5]2. The catalyst class is: 3. (3) Reactant: [Cl:1][C:2]1[C:7]([C:8]#[N:9])=[CH:6][N:5]=[C:4]2[S:10][C:11]([C:13]([OH:15])=[O:14])=[CH:12][C:3]=12.[CH3:16][Si](C=[N+]=[N-])(C)C. Product: [Cl:1][C:2]1[C:7]([C:8]#[N:9])=[CH:6][N:5]=[C:4]2[S:10][C:11]([C:13]([O:15][CH3:16])=[O:14])=[CH:12][C:3]=12. The catalyst class is: 1. (4) Reactant: [CH3:1][CH:2]([CH3:22])[CH2:3][NH:4][C:5]1[C:13]2[N:12]=[CH:11][N:10]([C:14]3C=CC(C#N)=CC=3)[C:9]=2[CH:8]=[CH:7][CH:6]=1.[OH-].[Na+].[C:25](O)(=O)[CH2:26][C:27]([CH2:32][C:33](O)=O)([C:29]([OH:31])=[O:30])O. Product: [CH3:1][CH:2]([CH3:22])[CH2:3][NH:4][C:5]1[C:13]2[N:12]=[CH:11][N:10]([C:14]3[CH:33]=[CH:32][C:27]([C:29]([OH:31])=[O:30])=[CH:26][CH:25]=3)[C:9]=2[CH:8]=[CH:7][CH:6]=1. The catalyst class is: 8. (5) Reactant: [NH2:1][C:2]1[CH:7]=[CH:6][CH:5]=[CH:4][CH:3]=1.Br[C:9]1[CH:18]=[C:17]2[C:12]([CH2:13][N:14]([CH2:20][C:21]3[C:26]([O:27][CH3:28])=[CH:25][CH:24]=[CH:23][C:22]=3[O:29][CH3:30])[C:15]([NH2:19])=[N:16]2)=[CH:11][CH:10]=1.C([O:33]CC)C. Product: [C:26]([O-:27])(=[O:33])[CH3:21].[NH:1]([C:9]1[CH:18]=[C:17]2[C:12]([CH2:13][N:14]([CH2:20][C:21]3[C:22]([O:29][CH3:30])=[CH:23][CH:24]=[CH:25][C:26]=3[O:27][CH3:28])[C:15]([NH3+:19])=[N:16]2)=[CH:11][CH:10]=1)[C:2]1[CH:7]=[CH:6][CH:5]=[CH:4][CH:3]=1. The catalyst class is: 101. (6) Reactant: [C:1]1([CH:7]2[S:12][CH2:11][CH2:10][CH2:9][S:8]2)[CH:6]=[CH:5][CH:4]=[CH:3][CH:2]=1.[Li][CH2:14][CH2:15][CH2:16][CH3:17].[CH2:18]([Ge:20]([CH2:23][CH3:24])(Cl)Cl)[CH3:19]. Product: [CH2:18]([Ge:20]([CH2:23][CH3:24])([C:17]1([C:16]2[CH:6]=[CH:1][CH:2]=[CH:14][CH:15]=2)[S:12][CH2:11][CH2:10][CH2:9][S:8]1)[C:7]1([C:1]2[CH:2]=[CH:3][CH:4]=[CH:5][CH:6]=2)[S:8][CH2:9][CH2:10][CH2:11][S:12]1)[CH3:19]. The catalyst class is: 134. (7) Reactant: [F:1][C:2]1[C:7]([F:8])=[CH:6][CH:5]=[CH:4][C:3]=1/[CH:9]=[CH:10]/[CH2:11][OH:12].ClC1C=CC=C(C(OO)=[O:21])C=1.C(=O)([O-])[O-].[Na+].[Na+].C(=O)(O)[O-].[Na+]. Product: [F:1][C:2]1[C:7]([F:8])=[CH:6][CH:5]=[CH:4][C:3]=1[CH:9]1[O:21][CH:10]1[CH2:11][OH:12]. The catalyst class is: 2.